The task is: Predict the product of the given reaction.. This data is from Forward reaction prediction with 1.9M reactions from USPTO patents (1976-2016). (1) Given the reactants C(N[CH:5]([CH3:7])[CH3:6])(C)C.[CH2:8]([Li])[CH2:9][CH2:10][CH3:11].[CH2:13]([SnH:17]([CH2:22][CH2:23][CH2:24][CH3:25])[CH2:18][CH2:19][CH2:20][CH3:21])[CH2:14][CH2:15][CH3:16].I[CH2:27][O:28][CH2:29]I, predict the reaction product. The product is: [CH2:8]([Sn:17]([CH2:18][CH2:7][CH2:5][CH3:6])([CH2:13][CH2:14][CH2:15][CH3:16])[CH2:27][O:28][CH2:29][Sn:17]([CH2:13][CH2:14][CH2:15][CH3:16])([CH2:18][CH2:19][CH2:20][CH3:21])[CH2:22][CH2:23][CH2:24][CH3:25])[CH2:9][CH2:10][CH3:11]. (2) Given the reactants [Cl:1][C:2]1[C:7]([Cl:8])=[C:6]([S:9](=[O:19])(=[O:18])[NH:10][C@@H:11]([CH2:16][CH3:17])[C:12]([F:15])([F:14])[F:13])[CH:5]=[CH:4][C:3]=1[C:20]1[S:24][C:23]([C:25]2[O:26][C:27]([C:30]([OH:33])([CH3:32])[CH3:31])=[N:28][N:29]=2)=[N:22][C:21]=1[C:34](O)=[O:35].[CH2:37]([NH:39][CH2:40][CH3:41])[CH3:38].CN(C(ON1N=NC2C=CC=NC1=2)=[N+](C)C)C.F[P-](F)(F)(F)(F)F.C(#N)C, predict the reaction product. The product is: [Cl:1][C:2]1[C:7]([Cl:8])=[C:6]([S:9](=[O:19])(=[O:18])[NH:10][C@@H:11]([CH2:16][CH3:17])[C:12]([F:15])([F:13])[F:14])[CH:5]=[CH:4][C:3]=1[C:20]1[S:24][C:23]([C:25]2[O:26][C:27]([C:30]([OH:33])([CH3:32])[CH3:31])=[N:28][N:29]=2)=[N:22][C:21]=1[C:34]([N:39]([CH2:40][CH3:41])[CH2:37][CH3:38])=[O:35]. (3) Given the reactants [NH2:1][C:2]1[C:3]([CH3:28])=[N:4][C:5]([O:9][CH2:10][C:11]([N:13]([CH:15]2[CH2:20][CH2:19][N:18]([CH2:21][C:22]3[CH:27]=[CH:26][CH:25]=[CH:24][CH:23]=3)[CH2:17][CH2:16]2)[CH3:14])=[O:12])=[N:6][C:7]=1[CH3:8].[C:29]([OH:36])(=[O:35])/[CH:30]=[CH:31]\[C:32]([OH:34])=[O:33], predict the reaction product. The product is: [C:29]([OH:36])(=[O:35])/[CH:30]=[CH:31]\[C:32]([OH:34])=[O:33].[NH2:1][C:2]1[C:7]([CH3:8])=[N:6][C:5]([O:9][CH2:10][C:11]([N:13]([CH:15]2[CH2:20][CH2:19][N:18]([CH2:21][C:22]3[CH:23]=[CH:24][CH:25]=[CH:26][CH:27]=3)[CH2:17][CH2:16]2)[CH3:14])=[O:12])=[N:4][C:3]=1[CH3:28]. (4) Given the reactants Br[C:2]1[NH:3][C:4]2[C:9]([C:10]=1[CH:11]=[O:12])=[CH:8][CH:7]=[CH:6][CH:5]=2.C(=O)([O-])[O-].[Na+].[Na+].[C:19]1([C:28]2[CH:33]=[CH:32][CH:31]=[CH:30][CH:29]=2)[CH:24]=[CH:23][CH:22]=[C:21](B(O)O)[CH:20]=1, predict the reaction product. The product is: [C:19]1([C:28]2[CH:29]=[CH:30][CH:31]=[CH:32][CH:33]=2)[CH:24]=[CH:23][CH:22]=[C:21]([C:2]2[NH:3][C:4]3[C:9]([C:10]=2[CH:11]=[O:12])=[CH:8][CH:7]=[CH:6][CH:5]=3)[CH:20]=1. (5) Given the reactants [CH3:1][C:2]1[N:7]=[C:6]([C:8]2[CH:13]=[CH:12][CH:11]=[C:10]([C:14]3[CH:15]=[C:16]([S:20]([NH2:23])(=[O:22])=[O:21])[CH:17]=[CH:18][CH:19]=3)[N:9]=2)[CH:5]=[C:4]([C:24]2[CH:29]=[CH:28][C:27]([C:30]([F:33])([F:32])[F:31])=[CH:26][CH:25]=2)[CH:3]=1.C(N(C(C)C)C(C)C)C.[CH3:43][O:44][CH2:45][C:46](Cl)=[O:47], predict the reaction product. The product is: [CH3:43][O:44][CH2:45][C:46]([NH:23][S:20]([C:16]1[CH:17]=[CH:18][CH:19]=[C:14]([C:10]2[N:9]=[C:8]([C:6]3[CH:5]=[C:4]([C:24]4[CH:29]=[CH:28][C:27]([C:30]([F:33])([F:31])[F:32])=[CH:26][CH:25]=4)[CH:3]=[C:2]([CH3:1])[N:7]=3)[CH:13]=[CH:12][CH:11]=2)[CH:15]=1)(=[O:21])=[O:22])=[O:47]. (6) The product is: [Cl:17][C:18]1[CH:19]=[CH:20][C:21]([N:33]2[CH:37]=[N:36][N:35]=[N:34]2)=[C:22]([CH:32]=1)[CH2:23][NH:24][C:25](=[O:31])[C@@H:26]1[CH2:30][CH2:29][CH2:28][N:27]1[C:14]([C@H:9]1[CH2:10][CH2:11][CH2:12][CH2:13][N:8]1[C:6]([O:5][C:1]([CH3:2])([CH3:3])[CH3:4])=[O:7])=[O:16]. Given the reactants [C:1]([O:5][C:6]([N:8]1[CH2:13][CH2:12][CH2:11][CH2:10][C@@H:9]1[C:14]([OH:16])=O)=[O:7])([CH3:4])([CH3:3])[CH3:2].[Cl:17][C:18]1[CH:19]=[CH:20][C:21]([N:33]2[CH:37]=[N:36][N:35]=[N:34]2)=[C:22]([CH:32]=1)[CH2:23][NH:24][C:25](=[O:31])[C@@H:26]1[CH2:30][CH2:29][CH2:28][NH:27]1.C(Cl)CCl.C1C=NC2N(O)N=NC=2C=1, predict the reaction product. (7) Given the reactants [Br:1][C:2]1[C:10]([F:11])=[CH:9][C:8]([C:12]([NH2:14])=O)=[C:7]2[C:3]=1[C:4]([CH3:16])=[C:5]([CH3:15])[NH:6]2.P(Cl)(Cl)(Cl)=O, predict the reaction product. The product is: [Br:1][C:2]1[C:10]([F:11])=[CH:9][C:8]([C:12]#[N:14])=[C:7]2[C:3]=1[C:4]([CH3:16])=[C:5]([CH3:15])[NH:6]2. (8) The product is: [CH3:36][N:22]([C:18]1[CH:19]=[CH:20][CH:21]=[C:16]([N:4]2[C:5]3[CH:6]=[CH:7][C:8]4[CH2:15][CH2:14][CH2:13][CH2:12][C:9]=4[C:10]=3[N:11]([CH3:2])[C:44](=[O:47])[C:38]2=[O:41])[CH:17]=1)[S:23]([C:26]1[CH:31]=[CH:30][CH:29]=[CH:28][C:27]=1[N+:32]([O-:34])=[O:33])(=[O:24])=[O:25]. Given the reactants O=[C:2]1[NH:11][C:10]2[C:9]3[CH2:12][CH2:13][CH2:14][CH2:15][C:8]=3[CH:7]=[CH:6][C:5]=2[N:4]([C:16]2[CH:17]=[C:18]([NH:22][S:23]([C:26]3[CH:31]=[CH:30][CH:29]=[CH:28][C:27]=3[N+:32]([O-:34])=[O:33])(=[O:25])=[O:24])[CH:19]=[CH:20][CH:21]=2)C1=O.[CH3:36]I.[C:38](=[O:41])([O-])[O-].[K+].[K+].[C:44](=[O:47])([O-])O.[Na+], predict the reaction product. (9) Given the reactants [Cl:1][C:2]1[CH:3]=[CH:4][C:5]([NH:8][C:9]([CH2:11][N:12]2[C:16]3[CH:17]=[CH:18][CH:19]=[C:20]([C:21]([OH:23])=O)[C:15]=3[N:14]=[C:13]2[C:24](=[O:35])[NH:25][CH:26]2[CH2:31][CH2:30][N:29]([CH:32]([CH3:34])[CH3:33])[CH2:28][CH2:27]2)=[O:10])=[N:6][CH:7]=1.[NH:36]1[CH2:41][CH2:40][O:39][CH2:38][CH2:37]1, predict the reaction product. The product is: [CH:32]([N:29]1[CH2:30][CH2:31][CH:26]([NH:25][C:24]([C:13]2[N:12]([CH2:11][C:9](=[O:10])[NH:8][C:5]3[CH:4]=[CH:3][C:2]([Cl:1])=[CH:7][N:6]=3)[C:16]3[CH:17]=[CH:18][CH:19]=[C:20]([C:21]([N:36]4[CH2:41][CH2:40][O:39][CH2:38][CH2:37]4)=[O:23])[C:15]=3[N:14]=2)=[O:35])[CH2:27][CH2:28]1)([CH3:34])[CH3:33]. (10) Given the reactants [H-].[Na+].[NH2:3][C:4]1[N:8]([C:9]2[CH:10]=[C:11]([CH:18]=[CH:19][C:20]=2[CH3:21])[C:12]([NH:14][CH:15]2[CH2:17][CH2:16]2)=[O:13])[N:7]=[CH:6][C:5]=1[C:22](=[O:31])[C:23]1[CH:28]=[CH:27][CH:26]=[C:25](CO)[CH:24]=1.C(O[C:35](=O)[C:36]1[CH:41]=CC=C(OCCN2CCOCC2)[CH:37]=1)C.FC(F)(F)[C:54]([OH:56])=[O:55].C1(NC(=O)[C:64]2[CH:69]=[CH:68][C:67](C)=[C:66]([NH:71]N)C=2)CC1.[O:74]1CCOCC1, predict the reaction product. The product is: [C:36]([O:56][C:54]([N:71]1[CH2:66][CH2:67][CH:68]([O:74][C:6]2[C:5]([C:22](=[O:31])[C:23]3[CH:28]=[CH:27][CH:26]=[CH:25][CH:24]=3)=[C:4]([NH2:3])[N:8]([C:9]3[CH:10]=[C:11]([C:12](=[O:13])[NH:14][CH:15]4[CH2:16][CH2:17]4)[CH:18]=[CH:19][C:20]=3[CH3:21])[N:7]=2)[CH2:69][CH2:64]1)=[O:55])([CH3:41])([CH3:37])[CH3:35].